Dataset: Forward reaction prediction with 1.9M reactions from USPTO patents (1976-2016). Task: Predict the product of the given reaction. (1) Given the reactants [N:1]1([C:8]([O:10][C:11]([CH3:14])([CH3:13])[CH3:12])=[O:9])[CH2:7][CH2:6][C@H:2]1[C:3]([OH:5])=O.CN(C(ON1N=NC2C=CC=CC1=2)=[N+](C)C)C.[B-](F)(F)(F)F.[NH2:37][CH2:38][C:39]1[CH:46]=[CH:45][C:42](C#N)=[C:41](F)[CH:40]=1.C(N(C(C)C)CC)(C)C, predict the reaction product. The product is: [N:1]1([C:8]([O:10][C:11]([CH3:14])([CH3:13])[CH3:12])=[O:9])[CH2:7][CH2:6][C@H:2]1[C:3]([NH:37][CH2:38][C:39]1[CH:46]=[CH:45][CH:42]=[CH:41][CH:40]=1)=[O:5]. (2) The product is: [F:1][C:2]1[CH:7]=[CH:6][C:5]([C:8]2[NH:24][C:25]([CH:26]([CH3:28])[CH3:27])=[N:34][C:9]=2[C:10]2[CH:15]=[CH:14][N:13]=[C:12]([NH:16][C:17]3[CH:22]=[CH:21][CH:20]=[CH:19][CH:18]=3)[N:11]=2)=[CH:4][CH:3]=1. Given the reactants [F:1][C:2]1[CH:7]=[CH:6][C:5]([CH:8]([NH:24][C:25](=O)[CH:26]([CH3:28])[CH3:27])[C:9](=O)[C:10]2[CH:15]=[CH:14][N:13]=[C:12]([NH:16][C:17]3[CH:22]=[CH:21][CH:20]=[CH:19][CH:18]=3)[N:11]=2)=[CH:4][CH:3]=1.C([O-])(=O)C.[NH4+:34], predict the reaction product.